This data is from Full USPTO retrosynthesis dataset with 1.9M reactions from patents (1976-2016). The task is: Predict the reactants needed to synthesize the given product. (1) Given the product [C:16]([C@H:20]1[CH2:25][CH2:24][C@H:23]([O:1][C:2]2[CH:3]=[C:4]3[C:9](=[CH:10][CH:11]=2)[C:8]([C:12]([O:14][CH3:15])=[O:13])=[CH:7][CH:6]=[CH:5]3)[CH2:22][CH2:21]1)([CH3:19])([CH3:18])[CH3:17], predict the reactants needed to synthesize it. The reactants are: [OH:1][C:2]1[CH:3]=[C:4]2[C:9](=[CH:10][CH:11]=1)[C:8]([C:12]([O:14][CH3:15])=[O:13])=[CH:7][CH:6]=[CH:5]2.[C:16]([C@@H:20]1[CH2:25][CH2:24][C@H:23](O)[CH2:22][CH2:21]1)([CH3:19])([CH3:18])[CH3:17].C1C=CC(P(C2C=CC=CC=2)C2C=CC=CC=2)=CC=1.CC(OC(/N=N/C(OC(C)C)=O)=O)C. (2) The reactants are: [OH:1][NH2:2].C([O:5][C:6](=O)[CH2:7][CH2:8][CH2:9][CH2:10][CH2:11][CH2:12][N:13]([C:20]1[CH:25]=[CH:24][C:23]([O:26][CH2:27][C:28]2[CH:33]=[CH:32][CH:31]=[CH:30][CH:29]=2)=[CH:22][N:21]=1)[C:14]1[CH:19]=[CH:18][CH:17]=[CH:16][N:15]=1)C. Given the product [CH2:27]([O:26][C:23]1[CH:24]=[CH:25][C:20]([N:13]([C:14]2[CH:19]=[CH:18][CH:17]=[CH:16][N:15]=2)[CH2:12][CH2:11][CH2:10][CH2:9][CH2:8][CH2:7][C:6]([NH:2][OH:1])=[O:5])=[N:21][CH:22]=1)[C:28]1[CH:29]=[CH:30][CH:31]=[CH:32][CH:33]=1, predict the reactants needed to synthesize it. (3) Given the product [Br:10][C:9]1[CH:8]=[CH:7][C:4]([CH:15]([O:19][CH2:20][CH3:21])[O:22][CH2:23][CH3:24])=[CH:3][C:2]=1[F:1], predict the reactants needed to synthesize it. The reactants are: [F:1][C:2]1[CH:3]=[C:4]([CH:7]=[CH:8][C:9]=1[Br:10])C=O.C(Cl)(=O)C.[CH:15]([O:22][CH2:23][CH3:24])([O:19][CH2:20][CH3:21])OCC.